From a dataset of Full USPTO retrosynthesis dataset with 1.9M reactions from patents (1976-2016). Predict the reactants needed to synthesize the given product. (1) Given the product [NH3:11].[OH:8][C@H:9]([C:45]1[CH:50]=[CH:49][C:48]([OH:51])=[C:47]([NH:52][S:53]([CH3:56])(=[O:54])=[O:55])[CH:46]=1)[CH2:10][NH:11][CH2:12][CH2:13][CH2:14][CH2:15][CH2:16][CH2:17][CH2:18][CH2:19][CH2:20][N:21]1[CH2:26][CH2:25][CH:24]([N:27]([C:31]2[CH:36]=[CH:35][CH:34]=[CH:33][C:32]=2[C:37]2[CH:42]=[CH:41][C:40]([OH:43])=[C:39]([F:44])[CH:38]=2)[C:28](=[O:29])[O-:30])[CH2:23][CH2:22]1, predict the reactants needed to synthesize it. The reactants are: [Si]([O:8][C@H:9]([C:45]1[CH:50]=[CH:49][C:48]([OH:51])=[C:47]([NH:52][S:53]([CH3:56])(=[O:55])=[O:54])[CH:46]=1)[CH2:10][NH:11][CH2:12][CH2:13][CH2:14][CH2:15][CH2:16][CH2:17][CH2:18][CH2:19][CH2:20][N:21]1[CH2:26][CH2:25][CH:24]([N:27]([C:31]2[CH:36]=[CH:35][CH:34]=[CH:33][C:32]=2[C:37]2[CH:42]=[CH:41][C:40]([OH:43])=[C:39]([F:44])[CH:38]=2)[C:28](=[O:30])[O-:29])[CH2:23][CH2:22]1)(C(C)(C)C)(C)C.CCN(CC)CC.F.F.F.N. (2) Given the product [Si:1]([O:8][C@H:9]1[CH2:14][CH2:13][C@H:12]([N:15]2[CH:19]=[C:18]([CH:20]=[O:21])[N:17]=[CH:16]2)[CH2:11][CH2:10]1)([C:4]([CH3:7])([CH3:5])[CH3:6])([CH3:3])[CH3:2], predict the reactants needed to synthesize it. The reactants are: [Si:1]([O:8][C@H:9]1[CH2:14][CH2:13][C@H:12]([N:15]2[CH:19]=[C:18]([CH2:20][OH:21])[N:17]=[CH:16]2)[CH2:11][CH2:10]1)([C:4]([CH3:7])([CH3:6])[CH3:5])([CH3:3])[CH3:2].C(=O)(O)[O-].[Na+].II.S([O-])([O-])(=O)=S.[Na+].[Na+]. (3) Given the product [NH2:20][CH2:19][CH2:18][CH:14]1[CH2:13][N:12]([C:10](=[O:11])/[CH:9]=[CH:8]/[C:5]2[CH:6]=[CH:7][C:2]([Cl:1])=[CH:3][C:4]=2[CH2:28][N:29]2[N:33]=[N:32][C:31]([CH3:34])=[N:30]2)[CH2:17][CH2:16][O:15]1, predict the reactants needed to synthesize it. The reactants are: [Cl:1][C:2]1[CH:7]=[CH:6][C:5](/[CH:8]=[CH:9]/[C:10]([N:12]2[CH2:17][CH2:16][O:15][CH:14]([CH2:18][CH2:19][NH:20]C(=O)OC(C)(C)C)[CH2:13]2)=[O:11])=[C:4]([CH2:28][N:29]2[N:33]=[N:32][C:31]([CH3:34])=[N:30]2)[CH:3]=1.C(O)(C(F)(F)F)=O. (4) Given the product [NH2:1][C:2]1[C:3]2[C:10]([C:11]3[CH:16]=[CH:15][C:14]([NH:17][C:18](=[O:26])[O:19][CH:20]4[CH2:21][CH2:22][O:37][CH2:25]4)=[C:13]([O:27][CH3:28])[CH:12]=3)=[CH:9][N:8]([CH:29]3[CH2:30][CH2:31][O:32][CH2:33][CH2:34]3)[C:4]=2[N:5]=[CH:6][N:7]=1, predict the reactants needed to synthesize it. The reactants are: [NH2:1][C:2]1[C:3]2[C:10]([C:11]3[CH:16]=[CH:15][C:14]([NH:17][C:18](=[O:26])[O:19][C:20]4[CH:25]=CC=[CH:22][CH:21]=4)=[C:13]([O:27][CH3:28])[CH:12]=3)=[CH:9][N:8]([CH:29]3[CH2:34][CH2:33][O:32][CH2:31][CH2:30]3)[C:4]=2[N:5]=[CH:6][N:7]=1.C1OC[O:37]C1CO. (5) The reactants are: [CH3:1][O:2][C:3]1[CH:8]=[N:7][C:6]([N:9]2[CH:13]=[N:12][C:11]([NH:14][C:15](=[O:20])[C:16]([CH3:19])([CH3:18])[CH3:17])=[N:10]2)=[C:5]2[NH:21][CH:22]=[C:23]([C:24](=[O:28])[C:25]([OH:27])=O)[C:4]=12.[Cl-].[N:30]1[CH:35]=[CH:34][CH:33]=[CH:32][C:31]=1[N:36]1[C:40]([N:41]2[CH2:46][CH2:45][NH2+:44][CH2:43][CH2:42]2)=[N:39][N:38]=[N:37]1.F[B-](F)(F)F.N1(OC(N(C)C)=[N+](C)C)C2C=CC=CC=2N=N1.C(N(CC)C(C)C)(C)C. Given the product [CH3:1][O:2][C:3]1[CH:8]=[N:7][C:6]([N:9]2[CH:13]=[N:12][C:11]([NH:14][C:15](=[O:20])[C:16]([CH3:18])([CH3:19])[CH3:17])=[N:10]2)=[C:5]2[NH:21][CH:22]=[C:23]([C:24](=[O:28])[C:25](=[O:27])[N:44]3[CH2:43][CH2:42][N:41]([C:40]4[N:36]([C:31]5[CH:32]=[CH:33][CH:34]=[CH:35][N:30]=5)[N:37]=[N:38][N:39]=4)[CH2:46][CH2:45]3)[C:4]=12, predict the reactants needed to synthesize it. (6) The reactants are: [F:1][C:2]1[CH:3]=[C:4]([C:19]([N:21]2[CH2:26][CH2:25][N:24]([CH2:27][CH3:28])[CH2:23][CH2:22]2)=[O:20])[CH:5]=[C:6]([F:18])[C:7]=1[NH:8]CC1C=CC(OC)=CC=1.C(O)(=O)C. Given the product [NH2:8][C:7]1[C:6]([F:18])=[CH:5][C:4]([C:19]([N:21]2[CH2:22][CH2:23][N:24]([CH2:27][CH3:28])[CH2:25][CH2:26]2)=[O:20])=[CH:3][C:2]=1[F:1], predict the reactants needed to synthesize it. (7) Given the product [NH2:1][C:2]1[C:3]([C:16]2[CH:28]=[CH:27][C:19]([C:20]([O:22][C:23]([CH3:26])([CH3:24])[CH3:25])=[O:21])=[C:18]([F:29])[CH:17]=2)=[N:4][C:5]([C@H:8]2[CH2:13][CH2:12][C@H:11]([OH:14])[C@@H:10]([F:15])[CH2:9]2)=[CH:6][N:7]=1.[NH2:1][C:2]1[C:3]([C:16]2[CH:28]=[CH:27][C:19]([C:20]([O:22][C:23]([CH3:26])([CH3:24])[CH3:25])=[O:21])=[C:18]([F:29])[CH:17]=2)=[N:4][C:5]([C@@H:8]2[CH2:13][CH2:12][C@@H:11]([OH:14])[C@H:10]([F:15])[CH2:9]2)=[CH:6][N:7]=1, predict the reactants needed to synthesize it. The reactants are: [NH2:1][C:2]1[C:3]([C:16]2[CH:28]=[CH:27][C:19]([C:20]([O:22][C:23]([CH3:26])([CH3:25])[CH3:24])=[O:21])=[C:18]([F:29])[CH:17]=2)=[N:4][C:5]([C@@H:8]2[CH2:13][CH2:12][C:11](=[O:14])[C@H:10]([F:15])[CH2:9]2)=[CH:6][N:7]=1.[BH4-].[Na+]. (8) Given the product [Cl:1][C:2]1[CH:7]=[C:6]([Cl:8])[CH:5]=[CH:4][C:3]=1[C:9]1[N:14]=[C:13]([OH:29])[N:12]2[CH:18]=[C:19]([CH2:21][N:22]3[CH2:27][CH2:26][N:25]([CH3:28])[CH2:24][CH2:23]3)[N:20]=[C:11]2[CH:10]=1, predict the reactants needed to synthesize it. The reactants are: [Cl:1][C:2]1[CH:7]=[C:6]([Cl:8])[CH:5]=[CH:4][C:3]=1[C:9]1[N:14]=[C:13](SCC)[N:12]2[CH:18]=[C:19]([CH2:21][N:22]3[CH2:27][CH2:26][N:25]([CH3:28])[CH2:24][CH2:23]3)[N:20]=[C:11]2[CH:10]=1.[OH-:29].[K+].